From a dataset of Reaction yield outcomes from USPTO patents with 853,638 reactions. Predict the reaction yield, written as a fraction of the theoretical maximum amount of product (1.0 means a 100% yield; for example, 0.34 means a 34% yield). (1) The reactants are C([O:3][C:4](=[O:33])[CH2:5][C:6]1[CH:11]=[CH:10][C:9]([NH:12][C:13]([NH:15][C:16]2[S:17][CH:18]=[C:19]([CH2:21][C:22](=[O:25])[NH:23][CH3:24])[N:20]=2)=[O:14])=[C:8]([C:26]([CH:28]2[CH2:32][CH2:31][CH2:30][CH2:29]2)=[O:27])[CH:7]=1)C.[CH3:34][NH2:35]. No catalyst specified. The product is [CH:28]1([C:26]([C:8]2[CH:7]=[C:6]([CH2:5][C:4]([OH:33])=[O:3])[CH:11]=[CH:10][C:9]=2[NH:12][C:13]([NH:15][C:16]2[S:17][CH:18]=[C:19]([CH2:21][C:22](=[O:25])[NH:23][CH3:24])[N:20]=2)=[O:14])=[O:27])[CH2:32][CH2:31][CH2:30][CH2:29]1.[CH:28]1([C:26]([C:8]2[CH:7]=[C:6]([CH2:5][C:4]([NH:35][CH3:34])=[O:3])[CH:11]=[CH:10][C:9]=2[NH:12][C:13]([NH:15][C:16]2[S:17][CH:18]=[C:19]([CH2:21][C:22](=[O:25])[NH:23][CH3:24])[N:20]=2)=[O:14])=[O:27])[CH2:32][CH2:31][CH2:30][CH2:29]1. The yield is 0.700. (2) The reactants are [NH2:1][C:2]1[CH:3]=[C:4]([CH3:22])[C:5]([F:21])=[C:6]([C@:8]2([CH2:19][F:20])[CH2:13][C@@H:12]([C:14]([F:17])([F:16])[F:15])[O:11][C:10]([NH2:18])=[N:9]2)[CH:7]=1.Cl[C:24]1[C:25]2[N:33]=[CH:32][C:31]([Cl:34])=[CH:30][C:26]=2[N:27]=[CH:28][N:29]=1. The catalyst is CC(O)C.C(Cl)Cl. The product is [Cl:34][C:31]1[CH:32]=[N:33][C:25]2[C:24]([NH:1][C:2]3[CH:3]=[C:4]([CH3:22])[C:5]([F:21])=[C:6]([C@:8]4([CH2:19][F:20])[CH2:13][C@@H:12]([C:14]([F:17])([F:15])[F:16])[O:11][C:10]([NH2:18])=[N:9]4)[CH:7]=3)=[N:29][CH:28]=[N:27][C:26]=2[CH:30]=1. The yield is 0.498. (3) The reactants are C([O:3][C:4](=[O:28])[CH2:5][CH2:6][CH2:7][O:8][C:9]1[CH:14]=[CH:13][C:12]([C:15]2[CH:20]=[CH:19][CH:18]=[C:17]([O:21][C:22]3[CH:27]=[CH:26][CH:25]=[CH:24][CH:23]=3)[N:16]=2)=[CH:11][CH:10]=1)C. The catalyst is C1COCC1.CO.[OH-].[Na+]. The product is [O:21]([C:17]1[N:16]=[C:15]([C:12]2[CH:11]=[CH:10][C:9]([O:8][CH2:7][CH2:6][CH2:5][C:4]([OH:28])=[O:3])=[CH:14][CH:13]=2)[CH:20]=[CH:19][CH:18]=1)[C:22]1[CH:23]=[CH:24][CH:25]=[CH:26][CH:27]=1. The yield is 0.600. (4) The reactants are [N+:1]([C:4]1[CH:40]=[CH:39][C:7]([O:8][C:9]2[C:14]([F:15])=[C:13]([F:16])[C:12]([C:17]([F:20])([F:19])[F:18])=[C:11]([O:21][C:22]3[CH:27]=[CH:26][C:25]([C:28]([O:30]CC4C=CC=CC=4)=[O:29])=[CH:24][CH:23]=3)[C:10]=2[F:38])=[CH:6][C:5]=1[O:41]CC1C=CC=CC=1)([O-])=O.[H][H]. The catalyst is O1CCCC1.C(OCC)(=O)C.[Pd]. The product is [NH2:1][C:4]1[CH:40]=[CH:39][C:7]([O:8][C:9]2[C:14]([F:15])=[C:13]([F:16])[C:12]([C:17]([F:20])([F:18])[F:19])=[C:11]([O:21][C:22]3[CH:23]=[CH:24][C:25]([C:28]([OH:30])=[O:29])=[CH:26][CH:27]=3)[C:10]=2[F:38])=[CH:6][C:5]=1[OH:41]. The yield is 0.950.